Dataset: Forward reaction prediction with 1.9M reactions from USPTO patents (1976-2016). Task: Predict the product of the given reaction. (1) Given the reactants [O:1]=[C:2]1[N:6]([C:7]2[CH:14]=[CH:13][C:10]([C:11]#[N:12])=[C:9]([C:15]([F:18])([F:17])[F:16])[CH:8]=2)[C@H:5]2[CH2:19][CH2:20][CH2:21][CH2:22][C@@H:4]2[NH:3]1.[Cl:23][C:24]1[CH:29]=[CH:28][C:27](I)=[CH:26][CH:25]=1, predict the reaction product. The product is: [Cl:23][C:24]1[CH:29]=[CH:28][C:27]([N:3]2[C@H:4]3[CH2:22][CH2:21][CH2:20][CH2:19][C@@H:5]3[N:6]([C:7]3[CH:14]=[CH:13][C:10]([C:11]#[N:12])=[C:9]([C:15]([F:18])([F:16])[F:17])[CH:8]=3)[C:2]2=[O:1])=[CH:26][CH:25]=1. (2) Given the reactants [F:1][C:2]1[CH:3]=[C:4]([CH:6]=[CH:7][C:8]=1[N:9]1[CH2:14][CH2:13][O:12][CH2:11][CH2:10]1)[NH2:5].C[Al](C)C.N#N.[F:21][C:22]1[CH:23]=[C:24]([CH:37]=[CH:38][CH:39]=1)[O:25][CH2:26][C:27]([NH:29]/[C:30](/[CH3:36])=[CH:31]\[C:32](OC)=[O:33])=O, predict the reaction product. The product is: [F:1][C:2]1[CH:3]=[C:4]([N:5]2[C:32](=[O:33])[CH:31]=[C:30]([CH3:36])[N:29]=[C:27]2[CH2:26][O:25][C:24]2[CH:37]=[CH:38][CH:39]=[C:22]([F:21])[CH:23]=2)[CH:6]=[CH:7][C:8]=1[N:9]1[CH2:14][CH2:13][O:12][CH2:11][CH2:10]1. (3) The product is: [NH2:23][C:20]1[N:21]=[CH:22][C:17]2[CH2:16][N:15]([C:14]3[C:9](=[O:8])[NH:10][CH:11]=[CH:12][C:13]=3[CH3:26])[CH2:25][CH2:24][C:18]=2[N:19]=1. Given the reactants COC1C=CC(C[O:8][C:9]2[C:14]([N:15]3[CH2:25][CH2:24][C:18]4[N:19]=[C:20]([NH2:23])[N:21]=[CH:22][C:17]=4[CH2:16]3)=[C:13]([CH3:26])[CH:12]=[CH:11][N:10]=2)=CC=1.FC(F)(F)C(O)=O, predict the reaction product. (4) Given the reactants Cl.[NH2:2][CH2:3][CH2:4][N:5]1[C:9]([C:10](OCC)=[O:11])=[CH:8][C:7]2[CH2:15][C:16]([CH3:19])([CH3:18])[CH2:17][C:6]1=2.[O-]CC.[Na+], predict the reaction product. The product is: [CH3:18][C:16]1([CH3:19])[CH2:15][C:7]2[CH:8]=[C:9]3[N:5]([CH2:4][CH2:3][NH:2][C:10]3=[O:11])[C:6]=2[CH2:17]1. (5) Given the reactants [F:1][C:2]1[CH:3]=[C:4]2[C:8](=[CH:9][CH:10]=1)[NH:7][CH:6]=[C:5]2[CH2:11][CH2:12][CH2:13][NH:14][CH:15]1[CH2:24][C:23]2[C:18](=[CH:19][CH:20]=[CH:21][C:22]=2OC)OC1.[CH:27](=[O:30])[CH2:28][CH3:29].[C:31](O)(=[O:33])C.[C:35]([BH3-])#N.[Na+], predict the reaction product. The product is: [F:1][C:2]1[CH:3]=[C:4]2[C:8](=[CH:9][CH:10]=1)[NH:7][CH:6]=[C:5]2[CH2:11][CH2:12][CH2:13][NH:14][CH2:15][CH2:24][CH2:23][CH:18]1[CH2:19][C:20]2[C:21](=[CH:22][CH:29]=[CH:28][C:27]=2[O:30][CH3:35])[O:33][CH2:31]1. (6) Given the reactants Br[C:2]1[CH:7]=[CH:6][C:5]([F:8])=[CH:4][N:3]=1.[CH3:9][Sn:10]([CH3:16])([CH3:15])[Sn:10]([CH3:16])([CH3:15])[CH3:9].[SnH4], predict the reaction product. The product is: [F:8][C:5]1[CH:6]=[CH:7][C:2]([Sn:10]([CH3:16])([CH3:15])[CH3:9])=[N:3][CH:4]=1. (7) Given the reactants [Cl:1][C:2]1[CH:3]=[C:4]([NH:16][C:17]2[C:26]3[C:21](=[CH:22][CH:23]=[C:24]([O:27][CH:28]4[CH2:33][CH2:32][NH:31][CH2:30][CH2:29]4)[CH:25]=3)[N:20]=[CH:19][N:18]=2)[CH:5]=[CH:6][C:7]=1[O:8][CH2:9][C:10]1[CH:15]=[N:14][CH:13]=[CH:12][N:11]=1.[C:34](O)(=[O:37])[CH2:35][OH:36], predict the reaction product. The product is: [Cl:1][C:2]1[CH:3]=[C:4]([NH:16][C:17]2[C:26]3[C:21](=[CH:22][CH:23]=[C:24]([O:27][CH:28]4[CH2:29][CH2:30][N:31]([C:35](=[O:36])[CH2:34][OH:37])[CH2:32][CH2:33]4)[CH:25]=3)[N:20]=[CH:19][N:18]=2)[CH:5]=[CH:6][C:7]=1[O:8][CH2:9][C:10]1[CH:15]=[N:14][CH:13]=[CH:12][N:11]=1.